This data is from Catalyst prediction with 721,799 reactions and 888 catalyst types from USPTO. The task is: Predict which catalyst facilitates the given reaction. (1) Reactant: CC1(C)C(C)(C)[O:5][B:4]([C:9]2[CH:17]=[CH:16][C:15]([C:18]([O:20][CH3:21])=[O:19])=[C:14]3[C:10]=2[CH:11]=[CH:12][N:13]3[S:22]([C:25]2[CH:31]=[CH:30][C:28]([CH3:29])=[CH:27][CH:26]=2)(=[O:24])=[O:23])[O:3]1.B1(B2OC(C)(C)C(C)(C)O2)OC(C)(C)C(C)(C)O1.Cl. Product: [CH3:21][O:20][C:18]([C:15]1[CH:16]=[CH:17][C:9]([B:4]([OH:3])[OH:5])=[C:10]2[C:14]=1[N:13]([S:22]([C:25]1[CH:31]=[CH:30][C:28]([CH3:29])=[CH:27][CH:26]=1)(=[O:23])=[O:24])[CH:12]=[CH:11]2)=[O:19]. The catalyst class is: 6. (2) Reactant: Cl.[CH2:2]([N:4]1[N:8]=[N:7][C:6]([CH2:9][N:10]2[C:15]3[CH:16]=[C:17]([C:19]4[CH:24]=[CH:23][CH:22]=[CH:21][C:20]=4[F:25])[S:18][C:14]=3[C:13](=[O:26])[N:12]([CH:27]3[CH2:32][CH2:31][NH:30][CH2:29][CH2:28]3)[C:11]2=[O:33])=[N:5]1)[CH3:3].[CH2:34]([O:36][C:37]1[C:46]([O:47][CH3:48])=[CH:45][C:44]2[C:43]([C:49]3[CH:57]=[CH:56][C:52]([C:53](O)=[O:54])=[CH:51][CH:50]=3)=[N:42][C@@H:41]3[CH2:58][CH2:59][S:60][CH2:61][C@@H:40]3[C:39]=2[CH:38]=1)[CH3:35].CN(C(ON1N=NC2C=CC=CC1=2)=[N+](C)C)C.F[P-](F)(F)(F)(F)F.CCN(C(C)C)C(C)C. Product: [CH2:34]([O:36][C:37]1[C:46]([O:47][CH3:48])=[CH:45][C:44]2[C:43]([C:49]3[CH:50]=[CH:51][C:52]([C:53]([N:30]4[CH2:31][CH2:32][CH:27]([N:12]5[C:13](=[O:26])[C:14]6[S:18][C:17]([C:19]7[CH:24]=[CH:23][CH:22]=[CH:21][C:20]=7[F:25])=[CH:16][C:15]=6[N:10]([CH2:9][C:6]6[N:7]=[N:8][N:4]([CH2:2][CH3:3])[N:5]=6)[C:11]5=[O:33])[CH2:28][CH2:29]4)=[O:54])=[CH:56][CH:57]=3)=[N:42][C@@H:41]3[CH2:58][CH2:59][S:60][CH2:61][C@@H:40]3[C:39]=2[CH:38]=1)[CH3:35]. The catalyst class is: 59.